This data is from Forward reaction prediction with 1.9M reactions from USPTO patents (1976-2016). The task is: Predict the product of the given reaction. (1) Given the reactants [C:1]([C:3]1[CH:8]=[CH:7][C:6]([NH:9][C:10]2[C:18]([F:19])=[C:17]([F:20])[CH:16]=[CH:15][C:11]=2[C:12]([OH:14])=[O:13])=[C:5]([F:21])[CH:4]=1)#[CH:2].N1C2C(=CC=CC=2)C=CC=1, predict the reaction product. The product is: [F:19][C:18]1[C:10]([NH:9][C:6]2[CH:7]=[CH:8][C:3]([CH:1]=[CH2:2])=[CH:4][C:5]=2[F:21])=[C:11]([CH:15]=[CH:16][C:17]=1[F:20])[C:12]([OH:14])=[O:13]. (2) Given the reactants [K].C1C2C(=CC=CC=2)C=CC=1.[CH2:12]1[C:21]2[C:16]3[C:17](=[CH:22][CH:23]=[CH:24][C:15]=3[CH2:14][O:13]1)[CH:18]=[CH:19][CH:20]=2, predict the reaction product. The product is: [CH3:14][C:15]1[CH:24]=[CH:23][CH:22]=[C:17]2[C:16]=1[C:21]([CH2:12][OH:13])=[CH:20][CH:19]=[CH:18]2. (3) The product is: [C:15]([S:17][CH2:2][CH2:3][O:4][CH2:5][N:6]1[C:10]2=[N:11][CH:12]=[CH:13][CH:14]=[C:9]2[N:8]=[CH:7]1)(=[O:18])[CH3:16]. Given the reactants Cl[CH2:2][CH2:3][O:4][CH2:5][N:6]1[C:10]2=[N:11][CH:12]=[CH:13][CH:14]=[C:9]2[N:8]=[CH:7]1.[C:15]([O-:18])(=[S:17])[CH3:16].[K+], predict the reaction product. (4) Given the reactants BrC1C([N:8]([CH:19]([CH2:21][CH:22]=[CH2:23])[CH3:20])[S:9]([C:12]2[CH:17]=[CH:16][C:15]([Cl:18])=[CH:14][CH:13]=2)(=[O:11])=[O:10])=NC=CC=1.[C:24]1(C)C=[CH:28][CH:27]=[CH:26][C:25]=1P([C:26]1[CH:27]=[CH:28]C=[CH:24][C:25]=1C)[C:26]1[CH:27]=[CH:28]C=[CH:24][C:25]=1C.C([N:48](CC)CC)C, predict the reaction product. The product is: [Cl:18][C:15]1[CH:14]=[CH:13][C:12]([S:9]([N:8]2[C:27]3[C:28](=[N:48][CH:24]=[CH:25][CH:26]=3)[C:22](=[CH2:23])[CH2:21][CH:19]2[CH3:20])(=[O:11])=[O:10])=[CH:17][CH:16]=1. (5) Given the reactants [CH:1]1([N:4]([CH2:6][C:7]2[CH:8]=[C:9]([C:21]#[CH:22])[CH:10]=[C:11]3[C:16]=2[O:15][C:14]([CH3:18])([CH3:17])[CH2:13][C:12]3([CH3:20])[CH3:19])[CH3:5])[CH2:3][CH2:2]1.[CH3:23][O:24][C:25](=[O:35])[CH2:26][C:27]1[CH:32]=[CH:31][C:30](I)=[CH:29][C:28]=1[F:34], predict the reaction product. The product is: [CH3:23][O:24][C:25](=[O:35])[CH2:26][C:27]1[CH:32]=[CH:31][C:30]([C:22]#[C:21][C:9]2[CH:10]=[C:11]3[C:16](=[C:7]([CH2:6][N:4]([CH:1]4[CH2:2][CH2:3]4)[CH3:5])[CH:8]=2)[O:15][C:14]([CH3:17])([CH3:18])[CH2:13][C:12]3([CH3:20])[CH3:19])=[CH:29][C:28]=1[F:34].